This data is from Reaction yield outcomes from USPTO patents with 853,638 reactions. The task is: Predict the reaction yield, written as a fraction of the theoretical maximum amount of product (1.0 means a 100% yield; for example, 0.34 means a 34% yield). (1) The reactants are [F:1][C:2]1[C:22]([CH3:23])=[CH:21][CH:20]=[CH:19][C:3]=1[O:4][C:5]1[CH2:9][N:8]([C@@H:10]([CH2:14][CH:15]([CH3:17])[CH3:16])[C:11]([OH:13])=O)[C:7](=[O:18])[CH:6]=1.[CH3:24][C:25]1([CH3:37])[O:29][C@H:28]([CH2:30][N:31]2[CH:35]=[CH:34][C:33]([NH2:36])=[N:32]2)[CH2:27][O:26]1.F[P-](F)(F)(F)(F)F.N1(O[P+](N(C)C)(N(C)C)N(C)C)C2C=CC=CC=2N=N1.C(N(CC)CC)C. The catalyst is CN(C)C=O. The product is [CH3:24][C:25]1([CH3:37])[O:29][C@H:28]([CH2:30][N:31]2[CH:35]=[CH:34][C:33]([NH:36][C:11](=[O:13])[C@@H:10]([N:8]3[CH2:9][C:5]([O:4][C:3]4[CH:19]=[CH:20][CH:21]=[C:22]([CH3:23])[C:2]=4[F:1])=[CH:6][C:7]3=[O:18])[CH2:14][CH:15]([CH3:17])[CH3:16])=[N:32]2)[CH2:27][O:26]1. The yield is 0.510. (2) The reactants are [C:1]([O:5][C:6]([N:8]1[CH2:13][CH2:12][C:11](=O)[CH2:10][CH2:9]1)=[O:7])([CH3:4])([CH3:3])[CH3:2].Cl. The catalyst is CO. The product is [C:1]([O:5][C:6]([N:8]1[CH2:13][CH2:12][CH:11]([N:8]([CH3:6])[CH2:9][CH2:10][CH3:11])[CH2:10][CH2:9]1)=[O:7])([CH3:4])([CH3:3])[CH3:2]. The yield is 0.820. (3) The reactants are [Cl:1][C:2]1[C:3]([O:8][CH:9]2[CH2:14][CH2:13][O:12][CH2:11][CH2:10]2)=[N:4][CH:5]=[CH:6][CH:7]=1.B1(B2OC(C)(C)C(C)(C)O2)OC(C)(C)C(C)(C)[O:16]1.C(OO)(=O)C.S([O-])([O-])(=O)=S.[Na+].[Na+]. The catalyst is CCCCCCC.O.C(O)(=O)C. The product is [Cl:1][C:2]1[CH:7]=[C:6]([OH:16])[CH:5]=[N:4][C:3]=1[O:8][CH:9]1[CH2:14][CH2:13][O:12][CH2:11][CH2:10]1. The yield is 0.430. (4) The reactants are [Cl:1][C:2]1[CH:11]=[CH:10][C:9]2[C:4](=[CH:5][CH:6]=[C:7]([CH2:12][C:13]([NH:15][NH2:16])=O)[CH:8]=2)[N:3]=1.Cl[C:18]1[N:19]=[N:20][C:21]([C:24]2[CH:25]=[N:26][CH:27]=[CH:28][CH:29]=2)=[CH:22][CH:23]=1. The catalyst is C(O)CCC. The product is [Cl:1][C:2]1[CH:11]=[CH:10][C:9]2[C:4](=[CH:5][CH:6]=[C:7]([CH2:12][C:13]3[N:19]4[N:20]=[C:21]([C:24]5[CH:25]=[N:26][CH:27]=[CH:28][CH:29]=5)[CH:22]=[CH:23][C:18]4=[N:16][N:15]=3)[CH:8]=2)[N:3]=1. The yield is 0.350. (5) The reactants are [C:1]([Si:5]([O:8][CH:9]([C:23]1[CH:28]=[CH:27][CH:26]=[C:25]([Cl:29])[CH:24]=1)[C:10]1[CH:14]=[C:13]([CH:15]2OCC[O:16]2)[S:12][C:11]=1[CH2:20][O:21][CH3:22])([CH3:7])[CH3:6])([CH3:4])([CH3:3])[CH3:2]. The catalyst is CC(C)=O. The product is [Si:5]([O:8][CH:9]([C:23]1[CH:28]=[CH:27][CH:26]=[C:25]([Cl:29])[CH:24]=1)[C:10]1[CH:14]=[C:13]([CH:15]=[O:16])[S:12][C:11]=1[CH2:20][O:21][CH3:22])([C:1]([CH3:3])([CH3:4])[CH3:2])([CH3:7])[CH3:6]. The yield is 0.840. (6) The reactants are C(OC([N:8]1[CH2:13][CH2:12][N:11]([C:14]2[C:19]([C:20]([O:22][CH3:23])=[O:21])=[CH:18][N:17]=[C:16]3[N:24](C(OC(C)(C)C)=O)[CH:25]=[CH:26][C:15]=23)[CH2:10][CH2:9]1)=O)(C)(C)C.C(O)(C(F)(F)F)=O. The catalyst is C(Cl)Cl. The product is [N:11]1([C:14]2[C:19]([C:20]([O:22][CH3:23])=[O:21])=[CH:18][N:17]=[C:16]3[NH:24][CH:25]=[CH:26][C:15]=23)[CH2:10][CH2:9][NH:8][CH2:13][CH2:12]1. The yield is 0.989.